This data is from TCR-epitope binding with 47,182 pairs between 192 epitopes and 23,139 TCRs. The task is: Binary Classification. Given a T-cell receptor sequence (or CDR3 region) and an epitope sequence, predict whether binding occurs between them. The epitope is ALSKGVHFV. The TCR CDR3 sequence is CATGGLNTGELFF. Result: 0 (the TCR does not bind to the epitope).